This data is from Forward reaction prediction with 1.9M reactions from USPTO patents (1976-2016). The task is: Predict the product of the given reaction. Given the reactants [C:1]1([CH2:7][S:8]([CH2:11][CH:12]([CH2:16][O:17][CH:18]2[CH2:23][CH2:22][O:21][CH2:20][CH2:19]2)[C:13]([OH:15])=O)(=[O:10])=[O:9])[CH:6]=[CH:5][CH:4]=[CH:3][CH:2]=1.[NH2:24][CH:25]([CH2:39][CH3:40])[C@@H:26]([C:28]1[N:32]=[C:31]([C:33]2[CH:38]=[CH:37][CH:36]=[CH:35][CH:34]=2)[O:30][N:29]=1)[OH:27], predict the reaction product. The product is: [C:1]1([CH2:7][S:8]([CH2:11][CH:12]([CH2:16][O:17][CH:18]2[CH2:23][CH2:22][O:21][CH2:20][CH2:19]2)[C:13]([NH:24][C@H:25]([C:26]([C:28]2[N:32]=[C:31]([C:33]3[CH:38]=[CH:37][CH:36]=[CH:35][CH:34]=3)[O:30][N:29]=2)=[O:27])[CH2:39][CH3:40])=[O:15])(=[O:9])=[O:10])[CH:2]=[CH:3][CH:4]=[CH:5][CH:6]=1.